From a dataset of NCI-60 drug combinations with 297,098 pairs across 59 cell lines. Regression. Given two drug SMILES strings and cell line genomic features, predict the synergy score measuring deviation from expected non-interaction effect. (1) Drug 1: B(C(CC(C)C)NC(=O)C(CC1=CC=CC=C1)NC(=O)C2=NC=CN=C2)(O)O. Drug 2: N.N.Cl[Pt+2]Cl. Cell line: OVCAR3. Synergy scores: CSS=62.6, Synergy_ZIP=2.68, Synergy_Bliss=1.64, Synergy_Loewe=-5.69, Synergy_HSA=2.12. (2) Drug 1: CN(CCCl)CCCl.Cl. Drug 2: C1CNP(=O)(OC1)N(CCCl)CCCl. Cell line: RXF 393. Synergy scores: CSS=3.44, Synergy_ZIP=-1.38, Synergy_Bliss=1.87, Synergy_Loewe=-1.04, Synergy_HSA=1.11.